The task is: Predict the product of the given reaction.. This data is from Forward reaction prediction with 1.9M reactions from USPTO patents (1976-2016). Given the reactants [CH3:1][C:2]([C:5]1[CH:10]=[CH:9][C:8]([S:11]([NH:14][C:15]2[N:20]=[C:19]([C:21]3[N:26]=[CH:25][CH:24]=[CH:23][N:22]=3)[N:18]=[C:17]([O:27][CH2:28][CH2:29][OH:30])[C:16]=2[O:31][C:32]2[C:37]([O:38][CH3:39])=[CH:36][CH:35]=[CH:34][CH:33]=2)(=[O:13])=[O:12])=[CH:7][CH:6]=1)([CH3:4])[CH3:3].O.[C:41]([OH:46])(=[O:45])[C:42]([OH:44])=[O:43], predict the reaction product. The product is: [CH3:4][C:2]([C:5]1[CH:10]=[CH:9][C:8]([S:11]([NH:14][C:15]2[C:16]([O:31][C:32]3[CH:33]=[CH:34][CH:35]=[CH:36][C:37]=3[O:38][CH3:39])=[C:17]([O:27][CH2:28][CH2:29][OH:30])[N:18]=[C:19]([C:21]3[N:22]=[CH:23][CH:24]=[CH:25][N:26]=3)[N:20]=2)(=[O:12])=[O:13])=[CH:7][CH:6]=1)([CH3:1])[CH3:3].[C:41]([O-:46])(=[O:45])[C:42]([O-:44])=[O:43].